Dataset: Catalyst prediction with 721,799 reactions and 888 catalyst types from USPTO. Task: Predict which catalyst facilitates the given reaction. (1) Reactant: [C:1]1(=[O:14])[C:6]2=[CH:7][C:8]3[CH2:9][CH2:10][CH2:11][CH2:12][C:13]=3[N:5]2[CH2:4][CH2:3][NH:2]1.[C:15]([O:18][CH2:19][C:20]1[C:25]([Br:26])=[CH:24][C:23]([F:27])=[CH:22][C:21]=1Br)(=[O:17])[CH3:16].CC1(C)C2C(=C(P(C3C=CC=CC=3)C3C=CC=CC=3)C=CC=2)OC2C(P(C3C=CC=CC=3)C3C=CC=CC=3)=CC=CC1=2.C([O-])([O-])=O.[Cs+].[Cs+]. Product: [C:15]([O:18][CH2:19][C:20]1[C:21]([N:2]2[CH2:3][CH2:4][N:5]3[C:13]4[CH2:12][CH2:11][CH2:10][CH2:9][C:8]=4[CH:7]=[C:6]3[C:1]2=[O:14])=[CH:22][C:23]([F:27])=[CH:24][C:25]=1[Br:26])(=[O:17])[CH3:16]. The catalyst class is: 102. (2) Reactant: [CH2:1]([NH:4][C:5](=[O:44])[NH:6][C:7]1[N:12]=[CH:11][C:10]([C:13]2[C:14]([O:28][CH:29]3[CH2:34][CH2:33][O:32][CH2:31][CH2:30]3)=[N:15][CH:16]=[C:17]([C:19]([O:21]C3CCOCC3)=[O:20])[CH:18]=2)=[C:9]([C:35]2[S:36][CH:37]=[C:38]([C:40]([F:43])([F:42])[F:41])[N:39]=2)[CH:8]=1)[CH2:2][CH3:3].[OH-].[Li+]. Product: [CH2:1]([NH:4][C:5](=[O:44])[NH:6][C:7]1[N:12]=[CH:11][C:10]([C:13]2[C:14]([O:28][CH:29]3[CH2:34][CH2:33][O:32][CH2:31][CH2:30]3)=[N:15][CH:16]=[C:17]([C:19]([OH:21])=[O:20])[CH:18]=2)=[C:9]([C:35]2[S:36][CH:37]=[C:38]([C:40]([F:42])([F:43])[F:41])[N:39]=2)[CH:8]=1)[CH2:2][CH3:3]. The catalyst class is: 30. (3) Reactant: [Cl:1][C:2]1[CH:3]=[CH:4][C:5]([F:19])=[C:6]([C:8]2[N:13]=[C:12](O)[C:11]3[CH:15]([CH3:18])[CH2:16][CH2:17][C:10]=3[N:9]=2)[CH:7]=1.[Na+].[I-:21]. Product: [Cl:1][C:2]1[CH:3]=[CH:4][C:5]([F:19])=[C:6]([C:8]2[N:13]=[C:12]([I:21])[C:11]3[CH:15]([CH3:18])[CH2:16][CH2:17][C:10]=3[N:9]=2)[CH:7]=1. The catalyst class is: 265. (4) Reactant: [CH2:1]([N:4]=[CH:5][C:6]1[CH:11]=[CH:10][C:9]([Br:12])=[CH:8][CH:7]=1)[CH:2]=[CH2:3].[CH2:13]([Mg]Br)[CH:14]=[CH2:15]. Product: [CH2:1]([NH:4][CH:5]([C:6]1[CH:7]=[CH:8][C:9]([Br:12])=[CH:10][CH:11]=1)[CH2:15][CH:14]=[CH2:13])[CH:2]=[CH2:3]. The catalyst class is: 1. (5) Reactant: [CH:1]1([N:7]([CH2:30][CH:31]([O:34][CH3:35])[O:32][CH3:33])[C:8](=[O:29])[CH2:9][CH2:10][O:11][CH2:12][CH2:13][C:14]2[CH:19]=[CH:18][CH:17]=[C:16](B3OC(C)(C)C(C)(C)O3)[CH:15]=2)[CH2:6][CH2:5][CH2:4][CH2:3][CH2:2]1.C(=O)([O-])[O-].[K+].[K+].Br[C:43]1[N:44]([CH3:49])[CH:45]=[C:46]([CH3:48])[N:47]=1. Product: [CH:1]1([N:7]([CH2:30][CH:31]([O:32][CH3:33])[O:34][CH3:35])[C:8](=[O:29])[CH2:9][CH2:10][O:11][CH2:12][CH2:13][C:14]2[CH:19]=[CH:18][CH:17]=[C:16]([C:43]3[N:44]([CH3:49])[CH:45]=[C:46]([CH3:48])[N:47]=3)[CH:15]=2)[CH2:2][CH2:3][CH2:4][CH2:5][CH2:6]1. The catalyst class is: 694. (6) Reactant: [NH2:1][C:2]1[S:6][CH:5]=[N:4][C:3]=1[C:7]([O:9][CH2:10][CH3:11])=[O:8].[Cl:12][C:13]1[CH:18]=[CH:17][C:16]([N:19]=[C:20]=[S:21])=[CH:15][CH:14]=1. Product: [C:7]([O:9][CH2:10][CH3:11])(=[O:8])[CH3:3].[CH3:13][CH2:18][CH2:17][CH:16]([CH3:15])[CH3:2].[Cl:12][C:13]1[CH:18]=[CH:17][C:16]([NH:19][C:20]([NH:1][C:2]2[S:6][CH:5]=[N:4][C:3]=2[C:7]([O:9][CH2:10][CH3:11])=[O:8])=[S:21])=[CH:15][CH:14]=1. The catalyst class is: 10. (7) Reactant: [CH2:1]([C:5]1[N:6]=[C:7]([CH3:34])[N:8]([C:27]2[N:32]=[CH:31][C:30]([OH:33])=[CH:29][N:28]=2)[C:9](=[O:26])[C:10]=1[CH2:11][C:12]1[CH:17]=[CH:16][C:15]([C:18]2[C:19]([C:24]#[N:25])=[CH:20][CH:21]=[CH:22][CH:23]=2)=[CH:14][CH:13]=1)[CH2:2][CH2:3][CH3:4].[CH:35]1(O)[CH2:40][CH2:39][CH2:38][CH2:37][CH2:36]1.C1(P(C2C=CC=CC=2)C2C=CC=CC=2)C=CC=CC=1.C(OC(N=NC(OCC)=O)=O)C. Product: [CH2:1]([C:5]1[N:6]=[C:7]([CH3:34])[N:8]([C:27]2[N:32]=[CH:31][C:30]([O:33][CH:35]3[CH2:40][CH2:39][CH2:38][CH2:37][CH2:36]3)=[CH:29][N:28]=2)[C:9](=[O:26])[C:10]=1[CH2:11][C:12]1[CH:13]=[CH:14][C:15]([C:18]2[C:19]([C:24]#[N:25])=[CH:20][CH:21]=[CH:22][CH:23]=2)=[CH:16][CH:17]=1)[CH2:2][CH2:3][CH3:4]. The catalyst class is: 127.